Dataset: Full USPTO retrosynthesis dataset with 1.9M reactions from patents (1976-2016). Task: Predict the reactants needed to synthesize the given product. (1) Given the product [NH2:13][O:12][CH2:11][CH2:10][NH:9][C:8]([NH:7][C:6](=[O:25])[O:5][C:1]([CH3:3])([CH3:2])[CH3:4])=[O:24], predict the reactants needed to synthesize it. The reactants are: [C:1]([O:5][C:6](=[O:25])[NH:7][C:8](=[O:24])[NH:9][CH2:10][CH2:11][O:12][N:13]1C(=O)C2C(=CC=CC=2)C1=O)([CH3:4])([CH3:3])[CH3:2].C(Cl)Cl.O.NN. (2) The reactants are: [CH2:1]1[O:16][C:4]2([CH2:13][CH2:12][C:11]3[C:6](=[CH:7][CH:8]=[C:9]([O:14]C)[CH:10]=3)[CH2:5]2)[O:3][CH2:2]1.C[S-].[Na+]. Given the product [CH2:2]1[O:3][C:4]2([CH2:13][CH2:12][C:11]3[C:6](=[CH:7][CH:8]=[C:9]([OH:14])[CH:10]=3)[CH2:5]2)[O:16][CH2:1]1, predict the reactants needed to synthesize it.